Dataset: Forward reaction prediction with 1.9M reactions from USPTO patents (1976-2016). Task: Predict the product of the given reaction. (1) Given the reactants CN(C=O)C.[NH:6]1[C:15](=[O:16])[C:14]2[NH:13][CH:12]=[N:11][C:10]=2[NH:9][C:7]1=[S:8].C(N(CC)CC)C.[CH3:24][O:25][C:26]1[CH:33]=[CH:32][C:29]([CH2:30]Br)=[CH:28][C:27]=1[N+:34]([O-:36])=[O:35], predict the reaction product. The product is: [OH:16][C:15]1[N:6]=[C:7]([S:8][CH2:30][C:29]2[CH:32]=[CH:33][C:26]([O:25][CH3:24])=[C:27]([N+:34]([O-:36])=[O:35])[CH:28]=2)[N:9]=[C:10]2[C:14]=1[N:13]=[CH:12][NH:11]2. (2) Given the reactants [Br:1][C:2]1[CH:7]=[CH:6][CH:5]=[CH:4][C:3]=1[NH:8][C:9](=[O:23])[NH:10][C:11]1[CH:16]=[CH:15][C:14]([CH2:17][C:18]([OH:20])=O)=[CH:13][C:12]=1[O:21][CH3:22].[NH2:24][C@@H:25]([CH3:44])[CH2:26][O:27][C:28]1[CH:43]=[CH:42][C:31]([C:32]([O:34][CH2:35][C:36]2[CH:41]=[CH:40][CH:39]=[CH:38][CH:37]=2)=[O:33])=[CH:30][CH:29]=1.CCN=C=NCCCN(C)C.Cl.C1C=CC2N(O)N=NC=2C=1, predict the reaction product. The product is: [Br:1][C:2]1[CH:7]=[CH:6][CH:5]=[CH:4][C:3]=1[NH:8][C:9](=[O:23])[NH:10][C:11]1[CH:16]=[CH:15][C:14]([CH2:17][C:18]([NH:24][C@@H:25]([CH3:44])[CH2:26][O:27][C:28]2[CH:43]=[CH:42][C:31]([C:32]([O:34][CH2:35][C:36]3[CH:37]=[CH:38][CH:39]=[CH:40][CH:41]=3)=[O:33])=[CH:30][CH:29]=2)=[O:20])=[CH:13][C:12]=1[O:21][CH3:22]. (3) Given the reactants [OH-].[Na+].[F:3][C:4]1[CH:9]=[CH:8][C:7]([C:10]2[O:11][C:12]3[CH:22]=[C:21]([O:23][CH2:24][C:25]([F:28])([F:27])[F:26])[C:20]([C:29]4[CH:30]=[CH:31][C:32]([O:39][CH3:40])=[C:33]([CH:38]=4)[C:34]([O:36]C)=[O:35])=[CH:19][C:13]=3[C:14]=2[C:15](=[O:18])[NH:16][CH3:17])=[CH:6][CH:5]=1, predict the reaction product. The product is: [F:3][C:4]1[CH:5]=[CH:6][C:7]([C:10]2[O:11][C:12]3[CH:22]=[C:21]([O:23][CH2:24][C:25]([F:27])([F:28])[F:26])[C:20]([C:29]4[CH:30]=[CH:31][C:32]([O:39][CH3:40])=[C:33]([CH:38]=4)[C:34]([OH:36])=[O:35])=[CH:19][C:13]=3[C:14]=2[C:15](=[O:18])[NH:16][CH3:17])=[CH:8][CH:9]=1. (4) The product is: [NH:4]1[C:5]([CH2:7][C:8]([N:30]2[C@H:26]([C:24](=[O:25])[NH:23][C:20]3[CH:21]=[CH:22][C:17]([O:16][C:15]4[CH:14]=[CH:13][C:12]([F:11])=[CH:43][CH:42]=4)=[CH:18][CH:19]=3)[CH2:27][C@@H:28]([NH:31][C:32](=[O:41])[O:33][CH2:34][C:35]3[CH:40]=[CH:39][CH:38]=[CH:37][CH:36]=3)[CH2:29]2)=[O:10])=[CH:6][N:2]=[CH:3]1. Given the reactants Cl.[NH:2]1[CH:6]=[C:5]([CH2:7][C:8]([OH:10])=O)[N:4]=[CH:3]1.[F:11][C:12]1[CH:43]=[CH:42][C:15]([O:16][C:17]2[CH:22]=[CH:21][C:20]([NH:23][C:24]([C@H:26]3[NH:30][CH2:29][C@H:28]([NH:31][C:32](=[O:41])[O:33][CH2:34][C:35]4[CH:40]=[CH:39][CH:38]=[CH:37][CH:36]=4)[CH2:27]3)=[O:25])=[CH:19][CH:18]=2)=[CH:14][CH:13]=1, predict the reaction product. (5) The product is: [C:36]([O:40][C:41]([NH:43][C:44]([CH3:51])([CH3:50])[C:45]([O:47][CH2:48][N:14]1[C:11]2=[N:12][CH:13]=[C:8]([C:5]3[CH:6]=[CH:7][C:2]([Cl:1])=[CH:3][CH:4]=3)[CH:9]=[C:10]2[C:16]([C:17](=[O:18])[C:19]2[C:24]([F:25])=[CH:23][CH:22]=[C:21]([NH:26][S:27]([CH2:30][CH2:31][CH3:32])(=[O:28])=[O:29])[C:20]=2[F:33])=[CH:15]1)=[O:46])=[O:42])([CH3:39])([CH3:38])[CH3:37]. Given the reactants [Cl:1][C:2]1[CH:7]=[CH:6][C:5]([C:8]2[CH:9]=[C:10]3[C:16]([C:17]([C:19]4[C:20]([F:33])=[C:21]([NH:26][S:27]([CH2:30][CH2:31][CH3:32])(=[O:29])=[O:28])[CH:22]=[CH:23][C:24]=4[F:25])=[O:18])=[CH:15][NH:14][C:11]3=[N:12][CH:13]=2)=[CH:4][CH:3]=1.[OH-].[K+].[C:36]([O:40][C:41]([NH:43][C:44]([CH3:51])([CH3:50])[C:45]([O:47][CH2:48]Cl)=[O:46])=[O:42])([CH3:39])([CH3:38])[CH3:37], predict the reaction product. (6) Given the reactants [CH:1]1([NH:6][C:7]2[C:12]([CH3:13])=[C:11]([CH3:14])[N:10]=[C:9]([NH:15][CH2:16][C:17]3[CH:22]=[CH:21][CH:20]=[CH:19][N:18]=3)[N:8]=2)CCCC1.[S:23]1C=[N:26][N:25]=[C:24]1N, predict the reaction product. The product is: [CH3:13][C:12]1[C:7]([NH:6][C:1]2[S:23][CH:24]=[N:25][N:26]=2)=[N:8][C:9]([NH:15][CH2:16][C:17]2[CH:22]=[CH:21][CH:20]=[CH:19][N:18]=2)=[N:10][C:11]=1[CH3:14]. (7) The product is: [N:7]1[NH:8][C:9](=[O:11])[CH:10]=[C:5]2[CH2:4][CH2:3][CH2:2][O:12][C:6]=12. Given the reactants O[CH2:2][CH2:3][CH2:4][C:5]1[C:6](=[O:12])[NH:7][NH:8][C:9](=[O:11])[CH:10]=1.C1(P(C2C=CC=CC=2)C2C=CC=CC=2)C=CC=CC=1.N(C(OC(C)C)=O)=NC(OC(C)C)=O, predict the reaction product.